Task: Predict the product of the given reaction.. Dataset: Forward reaction prediction with 1.9M reactions from USPTO patents (1976-2016) Given the reactants [C:1]1([S:11][C:12]2[C:20]3[C:15](=[CH:16][CH:17]=[C:18]([N+:21]([O-])=O)[CH:19]=3)[NH:14][N:13]=2)[C:10]2[C:5](=[CH:6][CH:7]=[CH:8][CH:9]=2)[CH:4]=[CH:3][CH:2]=1.ClC1C=C(C=CC=1)C(OO)=[O:29].[Sn].[OH-:36].[Na+], predict the reaction product. The product is: [C:1]1([S:11]([C:12]2[C:20]3[C:15](=[CH:16][CH:17]=[C:18]([NH2:21])[CH:19]=3)[NH:14][N:13]=2)(=[O:29])=[O:36])[C:10]2[C:5](=[CH:6][CH:7]=[CH:8][CH:9]=2)[CH:4]=[CH:3][CH:2]=1.